From a dataset of NCI-60 drug combinations with 297,098 pairs across 59 cell lines. Regression. Given two drug SMILES strings and cell line genomic features, predict the synergy score measuring deviation from expected non-interaction effect. (1) Drug 1: CC1CCCC2(C(O2)CC(NC(=O)CC(C(C(=O)C(C1O)C)(C)C)O)C(=CC3=CSC(=N3)C)C)C. Drug 2: CC12CCC3C(C1CCC2OP(=O)(O)O)CCC4=C3C=CC(=C4)OC(=O)N(CCCl)CCCl.[Na+]. Cell line: RPMI-8226. Synergy scores: CSS=70.5, Synergy_ZIP=-1.60, Synergy_Bliss=-5.01, Synergy_Loewe=-23.4, Synergy_HSA=-9.25. (2) Drug 1: CC1=C(C=C(C=C1)C(=O)NC2=CC(=CC(=C2)C(F)(F)F)N3C=C(N=C3)C)NC4=NC=CC(=N4)C5=CN=CC=C5. Drug 2: CCC1=C2CN3C(=CC4=C(C3=O)COC(=O)C4(CC)O)C2=NC5=C1C=C(C=C5)O. Cell line: SN12C. Synergy scores: CSS=23.9, Synergy_ZIP=-1.42, Synergy_Bliss=-1.24, Synergy_Loewe=-38.9, Synergy_HSA=-4.26. (3) Drug 1: C1C(C(OC1N2C=NC3=C(N=C(N=C32)Cl)N)CO)O. Drug 2: C1CNP(=O)(OC1)N(CCCl)CCCl. Cell line: OVCAR-4. Synergy scores: CSS=3.91, Synergy_ZIP=-2.76, Synergy_Bliss=-7.08, Synergy_Loewe=-11.1, Synergy_HSA=-11.1. (4) Drug 1: CC12CCC(CC1=CCC3C2CCC4(C3CC=C4C5=CN=CC=C5)C)O. Drug 2: CC1=C2C(C(=O)C3(C(CC4C(C3C(C(C2(C)C)(CC1OC(=O)C(C(C5=CC=CC=C5)NC(=O)C6=CC=CC=C6)O)O)OC(=O)C7=CC=CC=C7)(CO4)OC(=O)C)O)C)OC(=O)C. Cell line: A549. Synergy scores: CSS=59.9, Synergy_ZIP=16.1, Synergy_Bliss=12.8, Synergy_Loewe=-5.26, Synergy_HSA=13.6. (5) Drug 1: C1CC(=O)NC(=O)C1N2CC3=C(C2=O)C=CC=C3N. Drug 2: C1=NC(=NC(=O)N1C2C(C(C(O2)CO)O)O)N. Cell line: COLO 205. Synergy scores: CSS=8.57, Synergy_ZIP=-0.0701, Synergy_Bliss=7.76, Synergy_Loewe=0.484, Synergy_HSA=3.88. (6) Drug 1: CC12CCC(CC1=CCC3C2CCC4(C3CC=C4C5=CN=CC=C5)C)O. Drug 2: COC1=NC(=NC2=C1N=CN2C3C(C(C(O3)CO)O)O)N. Cell line: K-562. Synergy scores: CSS=18.0, Synergy_ZIP=5.11, Synergy_Bliss=1.58, Synergy_Loewe=-20.7, Synergy_HSA=-4.55. (7) Drug 1: CN(CCCl)CCCl.Cl. Drug 2: C1C(C(OC1N2C=NC3=C2NC=NCC3O)CO)O. Cell line: SNB-19. Synergy scores: CSS=11.4, Synergy_ZIP=-5.31, Synergy_Bliss=-4.19, Synergy_Loewe=-5.46, Synergy_HSA=-3.65. (8) Drug 1: CC1=C(C=C(C=C1)NC2=NC=CC(=N2)N(C)C3=CC4=NN(C(=C4C=C3)C)C)S(=O)(=O)N.Cl. Drug 2: CC1CCCC2(C(O2)CC(NC(=O)CC(C(C(=O)C(C1O)C)(C)C)O)C(=CC3=CSC(=N3)C)C)C. Cell line: SF-268. Synergy scores: CSS=-6.77, Synergy_ZIP=1.18, Synergy_Bliss=-5.26, Synergy_Loewe=-10.5, Synergy_HSA=-8.83.